Predict the reactants needed to synthesize the given product. From a dataset of Full USPTO retrosynthesis dataset with 1.9M reactions from patents (1976-2016). (1) Given the product [Cl:18][C:15]1[CH:16]=[CH:17][C:12]([C:11]([C:8]2[N:7]([CH3:20])[C:6]([CH2:5][C:4]([OH:21])=[O:3])=[CH:10][CH:9]=2)=[O:19])=[CH:13][CH:14]=1, predict the reactants needed to synthesize it. The reactants are: C([O:3][C:4](=[O:21])[CH2:5][C:6]1[N:7]([CH3:20])[C:8]([C:11](=[O:19])[C:12]2[CH:17]=[CH:16][C:15]([Cl:18])=[CH:14][CH:13]=2)=[CH:9][CH:10]=1)C.[OH-].[Na+]. (2) Given the product [F:40][C:37]([F:38])([F:39])[CH2:36][N:34]1[CH:35]=[C:31]([C:28]2[N:27]=[CH:26][C:25]3[CH:24]=[N:23][N:22]([C:18]4[N:17]=[C:16]([N:4]5[CH2:3][C@H:2]([OH:1])[CH2:8][NH:7][CH2:6][CH2:5]5)[CH:21]=[CH:20][CH:19]=4)[C:30]=3[CH:29]=2)[CH:32]=[N:33]1, predict the reactants needed to synthesize it. The reactants are: [OH:1][C@@H:2]1[CH2:8][N:7](C(OC(C)(C)C)=O)[CH2:6][CH2:5][N:4]([C:16]2[CH:21]=[CH:20][CH:19]=[C:18]([N:22]3[C:30]4[CH:29]=[C:28]([C:31]5[CH:32]=[N:33][N:34]([CH2:36][C:37]([F:40])([F:39])[F:38])[CH:35]=5)[N:27]=[CH:26][C:25]=4[CH:24]=[N:23]3)[N:17]=2)[CH2:3]1. (3) Given the product [Br:1][C:2]1[C:3]([C@@H:10]([NH:20][C:21](=[O:39])[CH2:22][N:23]2[C:31]3[C:30]([F:33])([F:32])[CH2:29][CH2:28][C:27]([F:34])([F:35])[C:26]=3[C:25]([CH:36]([F:37])[F:38])=[N:24]2)[CH2:11][C:12]2[CH:13]=[C:14]([F:19])[CH:15]=[C:16]([F:18])[CH:17]=2)=[N:4][C:5]([N:8]([CH3:41])[CH3:9])=[N:6][CH:7]=1, predict the reactants needed to synthesize it. The reactants are: [Br:1][C:2]1[C:3]([C@@H:10]([NH:20][C:21](=[O:39])[CH2:22][N:23]2[C:31]3[C:30]([F:33])([F:32])[CH2:29][CH2:28][C:27]([F:35])([F:34])[C:26]=3[C:25]([CH:36]([F:38])[F:37])=[N:24]2)[CH2:11][C:12]2[CH:17]=[C:16]([F:18])[CH:15]=[C:14]([F:19])[CH:13]=2)=[N:4][C:5]([NH:8][CH3:9])=[N:6][CH:7]=1.Br[C:41]1C([C@@H](NC(=O)CN2C3C(F)(F)CCC(F)(F)C=3C(C(F)F)=N2)CC2C=C(F)C=C(F)C=2)=NC(S(C)(=O)=O)=NC=1.Cl.CNC. (4) Given the product [F:1][C:2]1[C:3]([F:31])=[CH:4][C:5]2[C:6]3[C:11]4[C:16](=[O:17])[CH2:15][C:14]([CH3:18])([CH3:19])[CH2:13][C:12]=4[N:36]=[C:35]([CH3:34])[C:7]=3[NH:8][C:9]=2[CH:10]=1, predict the reactants needed to synthesize it. The reactants are: [F:1][C:2]1[CH:10]=[C:9]2[C:5]([C:6]([CH:11]3[C:16](=[O:17])[CH2:15][C:14]([CH3:19])([CH3:18])[CH2:13][C:12]3=O)=[CH:7][NH:8]2)=[CH:4][CH:3]=1.NC1C=C([F:31])C(F)=CC=1C(O)=O.C(O)(=O)[C:34]1[C:35](=CC=CC=1)[NH2:36].